Dataset: Reaction yield outcomes from USPTO patents with 853,638 reactions. Task: Predict the reaction yield, written as a fraction of the theoretical maximum amount of product (1.0 means a 100% yield; for example, 0.34 means a 34% yield). (1) The reactants are [C:1]([NH:5][S:6]([C:9]1[CH:10]=[N:11][C:12]([C:15]2[NH:16][C:17]3[C:22]([C:23]=2[S:24]([CH3:27])(=[O:26])=[O:25])=[CH:21][C:20]([F:28])=[C:19]([CH2:29][CH3:30])[CH:18]=3)=[CH:13][CH:14]=1)(=[O:8])=[O:7])([CH3:4])([CH3:3])[CH3:2].Br[C:32]1[N:37]=[CH:36][CH:35]=[CH:34][N:33]=1.C([O-])([O-])=O.[K+].[K+].CN(C=O)C. The catalyst is O.[Cu]I. The product is [C:1]([NH:5][S:6]([C:9]1[CH:10]=[N:11][C:12]([C:15]2[N:16]([C:32]3[N:37]=[CH:36][CH:35]=[CH:34][N:33]=3)[C:17]3[C:22]([C:23]=2[S:24]([CH3:27])(=[O:26])=[O:25])=[CH:21][C:20]([F:28])=[C:19]([CH2:29][CH3:30])[CH:18]=3)=[CH:13][CH:14]=1)(=[O:8])=[O:7])([CH3:4])([CH3:3])[CH3:2]. The yield is 0.910. (2) The reactants are [H-].[H-].[H-].[H-].[Li+].[Al+3].[C:7]([C:10]1[CH:11]=[N:12][C:13]2[C:18]([C:19]=1[NH:20][C:21]1[CH:26]=[CH:25][CH:24]=[C:23]([O:27][CH3:28])[CH:22]=1)=[CH:17][C:16]([S:29]([C:32]1[CH:33]=[C:34]([CH:57]=[CH:58][CH:59]=1)[C:35]([NH:37][C:38]1[CH:43]=[CH:42][C:41]([C:44]3[CH:49]=[CH:48][C:47]([CH2:50][CH2:51][CH2:52][C:53](OC)=[O:54])=[CH:46][CH:45]=3)=[CH:40][CH:39]=1)=[O:36])(=[O:31])=[O:30])=[CH:15][C:14]=2[CH3:60])(=[O:9])[NH2:8].O.[OH-].[Na+]. The catalyst is C1COCC1.CCOC(C)=O.C(Cl)Cl.CO. The product is [OH:54][CH2:53][CH2:52][CH2:51][CH2:50][C:47]1[CH:48]=[CH:49][C:44]([C:41]2[CH:42]=[CH:43][C:38]([NH:37][C:35]([C:34]3[CH:33]=[C:32]([S:29]([C:16]4[CH:17]=[C:18]5[C:13](=[C:14]([CH3:60])[CH:15]=4)[N:12]=[CH:11][C:10]([C:7]([NH2:8])=[O:9])=[C:19]5[NH:20][C:21]4[CH:26]=[CH:25][CH:24]=[C:23]([O:27][CH3:28])[CH:22]=4)(=[O:30])=[O:31])[CH:59]=[CH:58][CH:57]=3)=[O:36])=[CH:39][CH:40]=2)=[CH:45][CH:46]=1. The yield is 0.430. (3) The reactants are [N+:1]([C:4]1[CH:5]=[C:6]([C:10]2[O:11][C:12]3[C:13](=[C:15]([C:19]([OH:21])=O)[CH:16]=[CH:17][CH:18]=3)[N:14]=2)[CH:7]=[CH:8][CH:9]=1)([O-:3])=[O:2].C1C=CC2N(O)N=[N:28]C=2C=1.[NH4+].[Cl-].CCN(C(C)C)C(C)C.CCN=C=NCCCN(C)C. The product is [N+:1]([C:4]1[CH:5]=[C:6]([C:10]2[O:11][C:12]3[C:13](=[C:15]([C:19]([NH2:28])=[O:21])[CH:16]=[CH:17][CH:18]=3)[N:14]=2)[CH:7]=[CH:8][CH:9]=1)([O-:3])=[O:2]. The yield is 0.490. The catalyst is CN(C=O)C.O. (4) The reactants are [O:1]([CH3:11])[CH:2]1[O:8][C@@H:7]([CH2:9][OH:10])[C@@H:5]([OH:6])[C@@H:3]1O.[H-].[Na+].[CH2:14](Br)[C:15]1[CH:20]=[CH:19][CH:18]=[CH:17][CH:16]=1.[CH3:22][OH:23]. The catalyst is O1CCCC1.[I-].C([N+](CCCC)(CCCC)CCCC)CCC. The product is [CH2:22]([O:23][C@H:3]1[C@H:5]([O:6][CH2:14][C:15]2[CH:20]=[CH:19][CH:18]=[CH:17][CH:16]=2)[C@H:7]([CH2:9][O:10][CH2:14][C:15]2[CH:20]=[CH:19][CH:18]=[CH:17][CH:16]=2)[O:8][CH:2]1[O:1][CH3:11])[C:15]1[CH:20]=[CH:19][CH:18]=[CH:17][CH:16]=1. The yield is 0.870. (5) The reactants are [Li+:1].C[Si]([N-][Si](C)(C)C)(C)C.[C:11]([C:14]1[O:15][CH:16]=[CH:17][CH:18]=1)(=[O:13])[CH3:12].[C:19](OC(C)(C)C)(=[O:27])[C:20]([O:22][C:23]([CH3:26])([CH3:25])[CH3:24])=[O:21]. The catalyst is CCOCC. The product is [C:23]([O:22][C:20](=[O:21])[C:19]([O-:27])=[CH:12][C:11]([C:14]1[O:15][CH:16]=[CH:17][CH:18]=1)=[O:13])([CH3:26])([CH3:25])[CH3:24].[Li+:1]. The yield is 0.830. (6) The reactants are [O:1]=[C:2]([C:7]1[CH:12]=[CH:11][CH:10]=[CH:9][CH:8]=1)[C:3]([O:5][CH3:6])=[O:4].C(OC(OCC)[C:17]1[CH:18]=[C:19]([Mg]Br)[CH:20]=[CH:21][CH:22]=1)C.C1C[O:31][CH2:30]C1. No catalyst specified. The product is [CH:30]([C:9]1[CH:8]=[C:7]([C:2]([OH:1])([C:17]2[CH:18]=[CH:19][CH:20]=[CH:21][CH:22]=2)[C:3]([O:5][CH3:6])=[O:4])[CH:12]=[CH:11][CH:10]=1)=[O:31]. The yield is 0.750. (7) The reactants are [OH:1][C:2]1[C:7]([CH:8]=[O:9])=[CH:6][C:5]([O:10][CH2:11][CH2:12][O:13][CH3:14])=[N:4][CH:3]=1.Cl.Cl[CH2:17][C:18]1[C:19]([C:24]2[N:28]([CH3:29])[N:27]=[CH:26][CH:25]=2)=[N:20][CH:21]=[CH:22][CH:23]=1.C([O-])([O-])=O.[Cs+].[Cs+]. The catalyst is CN(C=O)C. The product is [CH3:14][O:13][CH2:12][CH2:11][O:10][C:5]1[CH:6]=[C:7]([C:2]([O:1][CH2:17][C:18]2[C:19]([C:24]3[N:28]([CH3:29])[N:27]=[CH:26][CH:25]=3)=[N:20][CH:21]=[CH:22][CH:23]=2)=[CH:3][N:4]=1)[CH:8]=[O:9]. The yield is 0.250. (8) The reactants are [Cl:1][C:2]1[CH:3]=[CH:4][C:5]([O:8][C:9]2[CH:10]=[N:11][C:12]([C:15]3([CH2:18][CH2:19][C:20]4[CH:25]=[CH:24][C:23]([F:26])=[CH:22][C:21]=4[F:27])[CH2:17][O:16]3)=[CH:13][CH:14]=2)=[N:6][CH:7]=1.C(NC(C)C)(C)C.[NH:35]1[CH:39]=[N:38][N:37]=[N:36]1. The catalyst is CS(C)=O. The product is [Cl:1][C:2]1[CH:3]=[CH:4][C:5]([O:8][C:9]2[CH:14]=[CH:13][C:12]([C:15]([OH:16])([CH2:18][CH2:19][C:20]3[CH:25]=[CH:24][C:23]([F:26])=[CH:22][C:21]=3[F:27])[CH2:17][N:35]3[CH:39]=[N:38][N:37]=[N:36]3)=[N:11][CH:10]=2)=[N:6][CH:7]=1. The yield is 0.560. (9) The reactants are I[C:2]1[CH:7]=[CH:6][N:5]=[C:4]2[NH:8][N:9]=[CH:10][C:3]=12.[CH3:11][C:12]([C:16]1[CH:21]=[CH:20][CH:19]=[C:18](B2OC(C)(C)C(C)(C)O2)[CH:17]=1)([CH3:15])[C:13]#[N:14].C(=O)([O-])[O-].[Na+].[Na+]. The catalyst is COCCOC.C1C=CC([P]([Pd]([P](C2C=CC=CC=2)(C2C=CC=CC=2)C2C=CC=CC=2)([P](C2C=CC=CC=2)(C2C=CC=CC=2)C2C=CC=CC=2)[P](C2C=CC=CC=2)(C2C=CC=CC=2)C2C=CC=CC=2)(C2C=CC=CC=2)C2C=CC=CC=2)=CC=1. The product is [NH:8]1[C:4]2=[N:5][CH:6]=[CH:7][C:2]([C:18]3[CH:17]=[C:16]([C:12]([CH3:15])([CH3:11])[C:13]#[N:14])[CH:21]=[CH:20][CH:19]=3)=[C:3]2[CH:10]=[N:9]1. The yield is 0.530.